Dataset: Reaction yield outcomes from USPTO patents with 853,638 reactions. Task: Predict the reaction yield, written as a fraction of the theoretical maximum amount of product (1.0 means a 100% yield; for example, 0.34 means a 34% yield). The reactants are [C:1]([O:5][C:6](=[O:26])[NH:7][C:8]1[S:9][C:10]2[CH:16]=[C:15]([CH3:17])[C:14]([F:18])=[C:13]([C:19]3[CH:24]=[CH:23][CH:22]=[C:21]([Cl:25])[CH:20]=3)[C:11]=2[N:12]=1)([CH3:4])([CH3:3])[CH3:2].C1C(=O)N([Br:34])C(=O)C1.C(OOC(=O)C1C=CC=CC=1)(=O)C1C=CC=CC=1. The catalyst is C(Cl)(Cl)(Cl)Cl. The product is [C:1]([O:5][C:6](=[O:26])[NH:7][C:8]1[S:9][C:10]2[CH:16]=[C:15]([CH2:17][Br:34])[C:14]([F:18])=[C:13]([C:19]3[CH:24]=[CH:23][CH:22]=[C:21]([Cl:25])[CH:20]=3)[C:11]=2[N:12]=1)([CH3:4])([CH3:2])[CH3:3]. The yield is 0.530.